This data is from Forward reaction prediction with 1.9M reactions from USPTO patents (1976-2016). The task is: Predict the product of the given reaction. (1) Given the reactants [Cl:1][C:2]1[C:3]([N:33]=C(C2C=CC=CC=2)C2C=CC=CC=2)=[N:4][CH:5]=[CH:6][C:7]=1[O:8][C:9]1[CH:14]=[CH:13][C:12]([NH:15][C:16]([C:18]2[C:23](=[O:24])[C:22]([C:25]3[CH:30]=[CH:29][C:28]([F:31])=[CH:27][CH:26]=3)=[CH:21][NH:20][CH:19]=2)=[O:17])=[CH:11][C:10]=1[F:32].C(=O)([O-])[O-].[K+].[K+].[P:53]([O:65]CCl)([O:60]C(C)(C)C)([O:55][C:56](C)(C)C)=[O:54].Cl, predict the reaction product. The product is: [P:53]([OH:65])([OH:60])([O:55][CH2:56][N:20]1[CH:21]=[C:22]([C:25]2[CH:30]=[CH:29][C:28]([F:31])=[CH:27][CH:26]=2)[C:23](=[O:24])[C:18]([C:16](=[O:17])[NH:15][C:12]2[CH:13]=[CH:14][C:9]([O:8][C:7]3[CH:6]=[CH:5][N:4]=[C:3]([NH2:33])[C:2]=3[Cl:1])=[C:10]([F:32])[CH:11]=2)=[CH:19]1)=[O:54]. (2) Given the reactants [C:1]([O:5][C:6]([N:8]1[CH2:13][CH2:12][C@@H:11]([C:14]2[CH:19]=[CH:18][C:17]([C:20]3[CH:25]=[CH:24][CH:23]=[CH:22][CH:21]=3)=[CH:16][CH:15]=2)[C@H:10]([NH2:26])[CH2:9]1)=[O:7])([CH3:4])([CH3:3])[CH3:2].C1CCN2C(=NCCC2)CC1.[CH3:38][CH:39]([S:41](Cl)(=[O:43])=[O:42])[CH3:40], predict the reaction product. The product is: [C:1]([O:5][C:6]([N:8]1[CH2:13][CH2:12][C@@H:11]([C:14]2[CH:15]=[CH:16][C:17]([C:20]3[CH:21]=[CH:22][CH:23]=[CH:24][CH:25]=3)=[CH:18][CH:19]=2)[C@H:10]([NH:26][S:41]([CH:39]([CH3:40])[CH3:38])(=[O:43])=[O:42])[CH2:9]1)=[O:7])([CH3:4])([CH3:2])[CH3:3]. (3) The product is: [CH3:21][NH:22][C:23]([N:11]1[CH2:12][CH2:13][N:8]([C:6]([O:5][C:1]([CH3:4])([CH3:2])[CH3:3])=[O:7])[CH2:9][CH2:10]1)=[O:24]. Given the reactants [C:1]([O:5][C:6]([N:8]1[CH2:13][CH2:12][NH:11][CH2:10][CH2:9]1)=[O:7])([CH3:4])([CH3:3])[CH3:2].C(N(CC)CC)C.[CH3:21][NH:22][C:23](Cl)=[O:24], predict the reaction product. (4) Given the reactants [F:1][C:2]1[CH:13]=[CH:12][C:11]([CH3:14])=[CH:10][C:3]=1[O:4][CH2:5][CH2:6][C:7]([OH:9])=O, predict the reaction product. The product is: [F:1][C:2]1[C:3]2[O:4][CH2:5][CH2:6][C:7](=[O:9])[C:10]=2[C:11]([CH3:14])=[CH:12][CH:13]=1. (5) Given the reactants [F:1][C:2]1[CH:7]=[CH:6][C:5]([F:8])=[CH:4][C:3]=1[CH3:9].[Br:10]Br, predict the reaction product. The product is: [Br:10][C:6]1[CH:7]=[C:2]([F:1])[C:3]([CH3:9])=[CH:4][C:5]=1[F:8]. (6) Given the reactants [O-:1][Mn](=O)(=O)=O.[K+].[CH3:7][O:8][C:9]1[C:18]2[C:19](=[O:32])[C:20]3[CH:21]=[C:22]4[CH:31]=[CH:30][CH:29]=[CH:28][C:23]4=[N:24][C:25]=3[N:26]([CH3:27])[C:17]=2[C:16]2[CH:15]=[CH:14][C:13]([CH3:34])([CH3:33])[O:12][C:11]=2[CH:10]=1.[OH2:35], predict the reaction product. The product is: [OH:35][CH:14]1[C:15](=[O:1])[C:16]2[C:17]3[N:26]([CH3:27])[C:25]4[N:24]=[C:23]5[CH:28]=[CH:29][CH:30]=[CH:31][C:22]5=[CH:21][C:20]=4[C:19](=[O:32])[C:18]=3[C:9]([O:8][CH3:7])=[CH:10][C:11]=2[O:12][C:13]1([CH3:34])[CH3:33]. (7) Given the reactants ON1C2C=CC=CC=2N=N1.[O:11]=[C:12]1[CH2:16][CH2:15][CH:14]([C:17]([OH:19])=O)[CH2:13]1.Cl.CN(C)CCCN=C=NCC.Cl.[CH3:33][NH:34][O:35][CH3:36].C(N(CC)CC)C, predict the reaction product. The product is: [CH3:36][O:35][N:34]([CH3:33])[C:17]([CH:14]1[CH2:15][CH2:16][C:12](=[O:11])[CH2:13]1)=[O:19].